From a dataset of Peptide-MHC class II binding affinity with 134,281 pairs from IEDB. Regression. Given a peptide amino acid sequence and an MHC pseudo amino acid sequence, predict their binding affinity value. This is MHC class II binding data. (1) The peptide sequence is FVHLGHRDNIEDDLL. The MHC is HLA-DPA10301-DPB10402 with pseudo-sequence HLA-DPA10301-DPB10402. The binding affinity (normalized) is 0.199. (2) The peptide sequence is PQHMLMRVAVGIHQW. The MHC is DRB1_0301 with pseudo-sequence DRB1_0301. The binding affinity (normalized) is 0. (3) The peptide sequence is PSHIMSVLDMGQGIL. The MHC is DRB1_1501 with pseudo-sequence DRB1_1501. The binding affinity (normalized) is 0.388. (4) The peptide sequence is SGTVDFDEFMEMMTG. The MHC is HLA-DQA10104-DQB10503 with pseudo-sequence HLA-DQA10104-DQB10503. The binding affinity (normalized) is 0.302. (5) The peptide sequence is GIQYLAGLSTLPGNPAIASL. The MHC is DRB5_0101 with pseudo-sequence DRB5_0101. The binding affinity (normalized) is 0.457. (6) The MHC is DRB1_0401 with pseudo-sequence DRB1_0401. The peptide sequence is TASKLLEDRVGLNHI. The binding affinity (normalized) is 0.382. (7) The peptide sequence is MMTGRMGERQLQKIE. The MHC is DRB1_0404 with pseudo-sequence DRB1_0404. The binding affinity (normalized) is 0.352. (8) The peptide sequence is ISGYNFSLGAAVKAG. The MHC is DRB1_0401 with pseudo-sequence DRB1_0401. The binding affinity (normalized) is 0.943.